This data is from Full USPTO retrosynthesis dataset with 1.9M reactions from patents (1976-2016). The task is: Predict the reactants needed to synthesize the given product. Given the product [Si:24]([O:31][CH2:32][CH2:33][CH2:34][NH:35][C:13]1[C:12]2[C:7](=[CH:8][CH:9]=[CH:10][CH:11]=2)[N:6]=[CH:5][C:4]=1[N+:1]([O-:3])=[O:2])([C:27]([CH3:29])([CH3:30])[CH3:28])([CH3:26])[CH3:25], predict the reactants needed to synthesize it. The reactants are: [N+:1]([C:4]1[CH:5]=[N:6][C:7]2[C:12]([C:13]=1O)=[CH:11][CH:10]=[CH:9][CH:8]=2)([O-:3])=[O:2].CN(C=O)C.S(Cl)(Cl)=O.[Si:24]([O:31][CH2:32][CH2:33][CH2:34][NH2:35])([C:27]([CH3:30])([CH3:29])[CH3:28])([CH3:26])[CH3:25].